This data is from Reaction yield outcomes from USPTO patents with 853,638 reactions. The task is: Predict the reaction yield, written as a fraction of the theoretical maximum amount of product (1.0 means a 100% yield; for example, 0.34 means a 34% yield). (1) The reactants are [CH2:1]([NH:3][C:4]1[C:9]([CH:10]=O)=[CH:8][N:7]=[C:6]([S:12][CH3:13])[N:5]=1)[CH3:2].COC(=O)[C:17]1[CH:22]=[C:21]([O:23][CH3:24])[CH:20]=[C:19]([CH2:25][C:26]#[N:27])[CH:18]=1.[C:29]([O-:32])([O-])=[O:30].[K+].[K+].[CH3:35]N(C=O)C. The catalyst is O. The product is [CH3:35][O:32][C:29](=[O:30])[C:17]1[CH:22]=[C:21]([O:23][CH3:24])[CH:20]=[C:19]([C:25]2[C:26](=[NH:27])[N:3]([CH2:1][CH3:2])[C:4]3[N:5]=[C:6]([S:12][CH3:13])[N:7]=[CH:8][C:9]=3[CH:10]=2)[CH:18]=1. The yield is 0.700. (2) The reactants are [F:1][C:2]1[CH:7]=[C:6]([C:8]2[C:9]3[C:10]4[CH:24]=[CH:23][S:22][C:11]=4[C:12](=[O:21])[NH:13][C:14]=3[C:15]([CH3:20])=[CH:16][C:17]=2[O:18][CH3:19])[CH:5]=[CH:4][C:3]=1[C@@H:25]([CH3:36])[CH2:26][N:27](C)[C:28](=O)OC(C)(C)C.[ClH:37]. The catalyst is CCOCC. The product is [ClH:37].[F:1][C:2]1[CH:7]=[C:6]([C:8]2[C:9]3[C:10]4[CH:24]=[CH:23][S:22][C:11]=4[C:12](=[O:21])[NH:13][C:14]=3[C:15]([CH3:20])=[CH:16][C:17]=2[O:18][CH3:19])[CH:5]=[CH:4][C:3]=1[C@@H:25]([CH3:36])[CH2:26][NH:27][CH3:28]. The yield is 0.850. (3) The reactants are Cl[CH2:2][CH:3]=O.C(=O)(O)[O-].[Na+].[NH2:10][C:11]1[C:16]([NH2:17])=[CH:15][CH:14]=[CH:13][N:12]=1. The catalyst is [Na+].[Cl-]. The product is [N:10]1[CH:14]=[CH:13][N:12]2[CH:3]=[CH:2][CH:15]=[C:16]([NH2:17])[C:11]=12. The yield is 0.510.